Dataset: Full USPTO retrosynthesis dataset with 1.9M reactions from patents (1976-2016). Task: Predict the reactants needed to synthesize the given product. (1) The reactants are: [CH3:1][O:2][C:3]1[CH:11]=[C:10]2[C:6]([CH:7]=[CH:8][NH:9]2)=[CH:5][CH:4]=1.[C:12]1(C)[C:13]([SH:18])=[CH:14][CH:15]=[CH:16][CH:17]=1.O.II.[CH2:23](O)C. Given the product [CH3:1][O:2][C:3]1[CH:11]=[C:10]2[C:6]([C:7]([S:18][C:13]3[CH:12]=[CH:17][C:16]([CH3:23])=[CH:15][CH:14]=3)=[CH:8][NH:9]2)=[CH:5][CH:4]=1, predict the reactants needed to synthesize it. (2) The reactants are: [OH-].[Na+].[Cl:3][C:4]1[CH:35]=[CH:34][C:7]([C:8]([NH:10][C:11](C(OCC)=O)([CH2:17][C:18]2[C:27]3[C:22](=[CH:23][CH:24]=[CH:25][CH:26]=3)[NH:21][C:20](=[O:28])[CH:19]=2)[C:12]([O:14]CC)=[O:13])=[O:9])=[CH:6][CH:5]=1. Given the product [Cl:3][C:4]1[CH:5]=[CH:6][C:7]([C:8]([NH:10][CH:11]([CH2:17][C:18]2[C:27]3[C:22](=[CH:23][CH:24]=[CH:25][CH:26]=3)[NH:21][C:20](=[O:28])[CH:19]=2)[C:12]([OH:14])=[O:13])=[O:9])=[CH:34][CH:35]=1, predict the reactants needed to synthesize it. (3) Given the product [F:26][C:27]([F:32])([F:31])[C:28]([OH:30])=[O:29].[NH2:17][C@@H:12]([C:13]([CH3:16])([CH3:15])[CH3:14])[C:11]([NH:10][CH2:9][C:7]1[O:8][C:4]([C:1]([NH2:2])=[O:3])=[N:5][N:6]=1)=[O:25], predict the reactants needed to synthesize it. The reactants are: [C:1]([C:4]1[O:8][C:7]([CH2:9][NH:10][C:11](=[O:25])[C@@H:12]([NH:17]C(=O)OC(C)(C)C)[C:13]([CH3:16])([CH3:15])[CH3:14])=[N:6][N:5]=1)(=[O:3])[NH2:2].[F:26][C:27]([F:32])([F:31])[C:28]([OH:30])=[O:29]. (4) Given the product [F:16][C:17]1[CH:22]=[CH:21][C:20]([C:2]2[N:3]=[C:4]([C:11]([O:13][CH2:14][CH3:15])=[O:12])[N:5]3[CH:10]=[CH:9][CH:8]=[CH:7][C:6]=23)=[CH:19][CH:18]=1, predict the reactants needed to synthesize it. The reactants are: Br[C:2]1[N:3]=[C:4]([C:11]([O:13][CH2:14][CH3:15])=[O:12])[N:5]2[CH:10]=[CH:9][CH:8]=[CH:7][C:6]=12.[F:16][C:17]1[CH:22]=[CH:21][C:20](B(O)O)=[CH:19][CH:18]=1.[O-]P([O-])([O-])=O.[K+].[K+].[K+]. (5) Given the product [CH:1]1([CH2:4][O:5][C@H:6]2[CH2:11][CH2:10][C@H:9]([NH2:12])[CH2:8][CH2:7]2)[CH2:2][CH2:3]1, predict the reactants needed to synthesize it. The reactants are: [CH:1]1([CH2:4][O:5][C@H:6]2[CH2:11][CH2:10][C@H:9]([N:12]3C(=O)C4C(=CC=CC=4)C3=O)[CH2:8][CH2:7]2)[CH2:3][CH2:2]1.O.NN.CCOCC. (6) Given the product [Cl:1][C:2]1[CH:3]=[C:4]2[C:8](=[CH:9][CH:10]=1)[N:7]([S:46]([C:36]1[CH:37]=[CH:38][C:39]([O:41][C:42]([F:43])([F:44])[F:45])=[CH:40][C:35]=1[O:34][CH3:33])(=[O:47])=[O:48])[C:6](=[O:11])[C:5]2([N:20]1[CH2:29][C@H:28]([OH:30])[CH2:27][C@H:21]1[C:22]([N:24]([CH3:25])[CH3:26])=[O:23])[C:12]1[CH:17]=[CH:16][CH:15]=[CH:14][C:13]=1[O:18][CH3:19], predict the reactants needed to synthesize it. The reactants are: [Cl:1][C:2]1[CH:3]=[C:4]2[C:8](=[CH:9][CH:10]=1)[NH:7][C:6](=[O:11])[C:5]2([N:20]1[CH2:29][C@H:28]([OH:30])[CH2:27][C@H:21]1[C:22]([N:24]([CH3:26])[CH3:25])=[O:23])[C:12]1[CH:17]=[CH:16][CH:15]=[CH:14][C:13]=1[O:18][CH3:19].[H-].[Na+].[CH3:33][O:34][C:35]1[CH:40]=[C:39]([O:41][C:42]([F:45])([F:44])[F:43])[CH:38]=[CH:37][C:36]=1[S:46](Cl)(=[O:48])=[O:47].C([O-])([O-])=O.[K+].[K+]. (7) Given the product [C:1]1([C@H:7]2[C@H:16]3[CH2:17][CH2:18][N:19]([C:35]([C@H:30]4[CH2:31][CH2:32][CH2:33][CH2:34][C@H:29]4[NH:28][C:20](=[O:27])[C:21]4[CH:22]=[CH:23][CH:24]=[CH:25][CH:26]=4)=[O:36])[C@H:15]3[C:14]3[CH:13]=[CH:12][CH:11]=[CH:10][C:9]=3[NH:8]2)[CH:2]=[CH:3][CH:4]=[CH:5][CH:6]=1, predict the reactants needed to synthesize it. The reactants are: [C:1]1([C@@H:7]2[C@@H:16]3[CH2:17][CH2:18][NH:19][C@@H:15]3[C:14]3[CH:13]=[CH:12][CH:11]=[CH:10][C:9]=3[NH:8]2)[CH:6]=[CH:5][CH:4]=[CH:3][CH:2]=1.[C:20]([NH:28][C@@H:29]1[CH2:34][CH2:33][CH2:32][CH2:31][C@@H:30]1[C:35](O)=[O:36])(=[O:27])[C:21]1[CH:26]=[CH:25][CH:24]=[CH:23][CH:22]=1.C(N(CC)CC)C.CCOC(OC(OCC)=O)=O.C(=O)([O-])O.[Na+]. (8) Given the product [Cl:8][C:9]1[CH:17]=[CH:16][C:12]([C:13](=[O:14])[NH:58][CH2:59][C:60]2[CH:65]=[CH:64][N:63]=[CH:62][CH:61]=2)=[CH:11][C:10]=1[NH:18][C:19]([C:21]1[C:32](=[O:33])[NH:31][C:24]2[N:25]=[C:26]([O:29][CH3:30])[N:27]=[CH:28][C:23]=2[CH:22]=1)=[O:20], predict the reactants needed to synthesize it. The reactants are: C(N(CC)CC)C.[Cl:8][C:9]1[CH:17]=[CH:16][C:12]([C:13](O)=[O:14])=[CH:11][C:10]=1[NH:18][C:19]([C:21]1[C:32](=[O:33])[NH:31][C:24]2[N:25]=[C:26]([O:29][CH3:30])[N:27]=[CH:28][C:23]=2[CH:22]=1)=[O:20].CN(C(ON1N=NC2C=CC=NC1=2)=[N+](C)C)C.F[P-](F)(F)(F)(F)F.[NH2:58][CH2:59][C:60]1[CH:65]=[CH:64][N:63]=[CH:62][CH:61]=1. (9) Given the product [NH2:2][C:67](=[O:68])[CH:66]([C:61]1[CH:62]=[CH:63][CH:64]=[CH:65][C:60]=1[CH2:59][CH2:58][C:56]1[C:55]([C:71]([F:73])([F:74])[F:72])=[CH:54][N:53]=[C:52]([NH:51][C:48]2[CH:49]=[CH:50][C:45]([CH:42]3[CH2:43][CH2:44][N:39]([C:37]([O:36][C:32]([CH3:35])([CH3:34])[CH3:33])=[O:38])[CH2:40][CH2:41]3)=[CH:46][CH:47]=2)[N:57]=1)[CH3:70], predict the reactants needed to synthesize it. The reactants are: O[N:2]1C2C=CC=CC=2N=N1.CCN=C=NCCCN(C)C.Cl.C(N(CC)C(C)C)(C)C.[C:32]([O:36][C:37]([N:39]1[CH2:44][CH2:43][CH:42]([C:45]2[CH:50]=[CH:49][C:48]([NH:51][C:52]3[N:57]=[C:56]([CH2:58][CH2:59][C:60]4[CH:65]=[CH:64][CH:63]=[CH:62][C:61]=4[CH:66]([CH3:70])[C:67]([O-])=[O:68])[C:55]([C:71]([F:74])([F:73])[F:72])=[CH:54][N:53]=3)=[CH:47][CH:46]=2)[CH2:41][CH2:40]1)=[O:38])([CH3:35])([CH3:34])[CH3:33].[Li+].C(=O)([O-])[O-].[NH4+].[NH4+]. (10) Given the product [C:1]([O:5][C:6]([NH:8][CH2:9][CH2:10][CH2:11][C:12]([OH:14])=[O:13])=[O:7])([CH3:4])([CH3:2])[CH3:3], predict the reactants needed to synthesize it. The reactants are: [C:1]([O:5][C:6]([NH:8][CH2:9][CH2:10][CH2:11][C:12]([O:14]CC)=[O:13])=[O:7])([CH3:4])([CH3:3])[CH3:2].